Dataset: Full USPTO retrosynthesis dataset with 1.9M reactions from patents (1976-2016). Task: Predict the reactants needed to synthesize the given product. (1) The reactants are: [OH:1][C:2]1[CH:7]=[CH:6][C:5]([SH:8])=[CH:4][CH:3]=1.[H-].[Na+].Cl[C:12]1[CH:17]=[CH:16][C:15]([N+:18]([O-:20])=[O:19])=[C:14]([NH2:21])[CH:13]=1.Cl. Given the product [OH:1][C:2]1[CH:7]=[CH:6][C:5]([S:8][C:12]2[CH:17]=[CH:16][C:15]([N+:18]([O-:20])=[O:19])=[C:14]([NH2:21])[CH:13]=2)=[CH:4][CH:3]=1, predict the reactants needed to synthesize it. (2) Given the product [F:1][C:2]1[CH:3]=[C:4]2[C:8](=[CH:9][CH:10]=1)[N:7]([CH2:28][C:29]([O:31][CH2:32][CH3:33])=[O:30])[C:6]([CH3:11])=[C:5]2[O:12][C:13]1[CH:18]=[CH:17][C:16]([S:19][CH3:20])=[CH:15][CH:14]=1, predict the reactants needed to synthesize it. The reactants are: [F:1][C:2]1[CH:3]=[C:4]2[C:8](=[CH:9][CH:10]=1)[NH:7][C:6]([CH3:11])=[C:5]2[O:12][C:13]1[CH:18]=[CH:17][C:16]([S:19][CH3:20])=[CH:15][CH:14]=1.C(=O)([O-])[O-].[K+].[K+].Br[CH2:28][C:29]([O:31][CH2:32][CH3:33])=[O:30]. (3) Given the product [CH2:9]([O:8][P:4]([C:2]([F:3])([F:1])[CH:21]([OH:20])[C:22]([N:35]1[C:43]2[C:38](=[C:39]([NH:44][C:45](=[O:51])[O:46][C:47]([CH3:49])([CH3:48])[CH3:50])[CH:40]=[CH:41][CH:42]=2)[CH:37]=[N:36]1)([C:25]1[CH:30]=[CH:29][C:28]([C:31]([F:33])([F:32])[F:34])=[CH:27][CH:26]=1)[CH2:23][CH3:24])([O:5][CH2:6][CH3:7])=[O:11])[CH3:10], predict the reactants needed to synthesize it. The reactants are: [F:1][CH:2]([P:4](=[O:11])([O:8][CH2:9][CH3:10])[O:5][CH2:6][CH3:7])[F:3].[Li+].CC([N-]C(C)C)C.[O:20]=[CH:21][C:22]([N:35]1[C:43]2[C:38](=[C:39]([NH:44][C:45](=[O:51])[O:46][C:47]([CH3:50])([CH3:49])[CH3:48])[CH:40]=[CH:41][CH:42]=2)[CH:37]=[N:36]1)([C:25]1[CH:30]=[CH:29][C:28]([C:31]([F:34])([F:33])[F:32])=[CH:27][CH:26]=1)[CH2:23][CH3:24]. (4) The reactants are: [NH2:1][C:2]1[N:7]=[C:6]([CH3:8])[CH:5]=[C:4]([CH3:9])[N:3]=1.[CH:10]1([N+:16]#[C-:17])[CH2:15][CH2:14][CH2:13][CH2:12][CH2:11]1.[N:18]1[CH:23]=[CH:22][CH:21]=[CH:20][C:19]=1[CH:24]=O.[C:26]([Cl:29])(=[O:28])[CH3:27]. Given the product [Cl-:29].[C:26]([N+:1]1[C:24]([C:19]2[CH:20]=[CH:21][CH:22]=[CH:23][N:18]=2)=[C:17]([NH:16][CH:10]2[CH2:15][CH2:14][CH2:13][CH2:12][CH2:11]2)[N:3]2[C:4]([CH3:9])=[CH:5][C:6]([CH3:8])=[N:7][C:2]=12)(=[O:28])[CH3:27], predict the reactants needed to synthesize it. (5) Given the product [F:22][CH:23]([F:26])[CH2:24][N:19]1[CH:20]=[CH:21][C:17]([I:16])=[N:18]1, predict the reactants needed to synthesize it. The reactants are: C[Si]([N-][Si](C)(C)C)(C)C.[Na+].C1COCC1.[I:16][C:17]1[CH:21]=[CH:20][NH:19][N:18]=1.[F:22][CH:23]([F:26])[CH2:24]I. (6) The reactants are: [F:1][C:2]1[CH:7]=[C:6]([O:8][C:9]2[CH:14]=[CH:13][N:12]=[C:11]([NH:15][C:16]([N:18]3[CH2:21][CH:20]([OH:22])[CH2:19]3)=[O:17])[CH:10]=2)[C:5]([F:23])=[CH:4][C:3]=1[NH:24][C:25]([CH2:27][C:28]1([CH2:31][C:32]([NH:34][C:35]2[CH:40]=[CH:39][C:38]([F:41])=[CH:37][CH:36]=2)=[O:33])[CH2:30][CH2:29]1)=[O:26].[C:42]1([S:48]([OH:51])(=[O:50])=[O:49])[CH:47]=[CH:46][CH:45]=[CH:44][CH:43]=1. Given the product [C:42]1([S:48]([OH:51])(=[O:50])=[O:49])[CH:47]=[CH:46][CH:45]=[CH:44][CH:43]=1.[F:1][C:2]1[CH:7]=[C:6]([O:8][C:9]2[CH:14]=[CH:13][N:12]=[C:11]([NH:15][C:16]([N:18]3[CH2:19][CH:20]([OH:22])[CH2:21]3)=[O:17])[CH:10]=2)[C:5]([F:23])=[CH:4][C:3]=1[NH:24][C:25]([CH2:27][C:28]1([CH2:31][C:32]([NH:34][C:35]2[CH:36]=[CH:37][C:38]([F:41])=[CH:39][CH:40]=2)=[O:33])[CH2:30][CH2:29]1)=[O:26], predict the reactants needed to synthesize it. (7) Given the product [C:1]([O:5][C:6]([NH:8][C@@H:9]([CH2:20][CH2:21][CH2:22][C@H:23]([O:33][CH2:34][CH2:35][CH3:36])[C@H:24]([C@@H:30]([OH:32])[CH3:31])[CH2:25][CH2:26][CH:27]([CH3:29])[CH3:28])[C:10]([OH:12])=[O:11])=[O:7])([CH3:2])([CH3:3])[CH3:4], predict the reactants needed to synthesize it. The reactants are: [C:1]([O:5][C:6]([NH:8][C@@H:9]([CH2:20][CH2:21][CH2:22][C@H:23]([O:33][CH2:34][CH2:35][CH3:36])[C@H:24]([C@@H:30]([OH:32])[CH3:31])[CH2:25][CH2:26][CH:27]([CH3:29])[CH3:28])[C:10]([O:12]CC1C=CC=CC=1)=[O:11])=[O:7])([CH3:4])([CH3:3])[CH3:2]. (8) Given the product [CH3:1][C:2]1[CH:7]=[CH:6][C:5]([S:8]([O:11][CH2:12][C@@H:13]2[C@@H:17]([CH2:18][N:32]=[N+:33]=[N-:34])[O:16][C:15]([CH3:31])([CH3:30])[O:14]2)(=[O:10])=[O:9])=[CH:4][CH:3]=1, predict the reactants needed to synthesize it. The reactants are: [CH3:1][C:2]1[CH:7]=[CH:6][C:5]([S:8]([O:11][CH2:12][C@@H:13]2[C@@H:17]([CH2:18]OS(C3C=CC(C)=CC=3)(=O)=O)[O:16][C:15]([CH3:31])([CH3:30])[O:14]2)(=[O:10])=[O:9])=[CH:4][CH:3]=1.[N-:32]=[N+:33]=[N-:34].[Na+]. (9) Given the product [Cl:16][CH:17]([Cl:36])[C:18]([NH:20][C@H:21]([CH2:34][F:35])[C@@H:22]([C:23]1[CH:24]=[CH:25][C:26]([C:2]2[CH:3]=[C:4]([CH2:7][NH:8][C:9](=[O:15])[O:10][C:11]([CH3:14])([CH3:13])[CH3:12])[S:5][CH:6]=2)=[CH:27][CH:28]=1)[OH:33])=[O:19], predict the reactants needed to synthesize it. The reactants are: Br[C:2]1[CH:3]=[C:4]([CH2:7][NH:8][C:9](=[O:15])[O:10][C:11]([CH3:14])([CH3:13])[CH3:12])[S:5][CH:6]=1.[Cl:16][CH:17]([Cl:36])[C:18]([NH:20][C@H:21]([CH2:34][F:35])[C@H:22]([OH:33])[C:23]1[CH:28]=[CH:27][C:26]([Sn](C)(C)C)=[CH:25][CH:24]=1)=[O:19].